This data is from Peptide-MHC class I binding affinity with 185,985 pairs from IEDB/IMGT. The task is: Regression. Given a peptide amino acid sequence and an MHC pseudo amino acid sequence, predict their binding affinity value. This is MHC class I binding data. (1) The MHC is HLA-A25:01 with pseudo-sequence HLA-A25:01. The binding affinity (normalized) is 0.0847. The peptide sequence is IALPVAWLF. (2) The peptide sequence is MVAKYDLLV. The MHC is HLA-A02:12 with pseudo-sequence HLA-A02:12. The binding affinity (normalized) is 0.0847. (3) The peptide sequence is QLRSVGLNL. The MHC is HLA-A24:02 with pseudo-sequence HLA-A24:02. The binding affinity (normalized) is 0.106. (4) The peptide sequence is CVRMYNPTNIL. The MHC is HLA-B27:05 with pseudo-sequence HLA-B27:05. The binding affinity (normalized) is 0.378. (5) The peptide sequence is HTQGYFPDWQ. The MHC is HLA-A68:01 with pseudo-sequence HLA-A68:01. The binding affinity (normalized) is 0.0821. (6) The peptide sequence is FPYSTFPII. The MHC is HLA-A29:02 with pseudo-sequence HLA-A29:02. The binding affinity (normalized) is 0. (7) The peptide sequence is GMAEDLQSL. The MHC is HLA-A02:50 with pseudo-sequence HLA-A02:50. The binding affinity (normalized) is 1.00.